Dataset: Forward reaction prediction with 1.9M reactions from USPTO patents (1976-2016). Task: Predict the product of the given reaction. (1) Given the reactants [F:1][C:2]1[CH:15]=[CH:14][C:5]([CH2:6][N:7]2[CH2:12][CH2:11][C:10](=[O:13])[CH2:9][CH2:8]2)=[CH:4][CH:3]=1.[OH-].[Na+].[C:18]1(C)C=CC=CC=1, predict the reaction product. The product is: [F:1][C:2]1[CH:3]=[CH:4][C:5]([CH2:6][N:7]2[CH2:8][CH2:9][C:10]3([O:13][CH2:18]3)[CH2:11][CH2:12]2)=[CH:14][CH:15]=1. (2) Given the reactants [N+:1]([C:4]1[CH:9]=[CH:8][C:7]([C:10]2[CH:15]=[CH:14][N:13]=[CH:12][CH:11]=2)=[CH:6][CH:5]=1)([O-])=O.C.O.NN, predict the reaction product. The product is: [N:13]1[CH:14]=[CH:15][C:10]([C:7]2[CH:8]=[CH:9][C:4]([NH2:1])=[CH:5][CH:6]=2)=[CH:11][CH:12]=1. (3) Given the reactants [CH3:1][C:2]1[CH:3]=[C:4]([CH:7]=[C:8]([CH3:10])[CH:9]=1)[CH:5]=O.C1C=CC([CH:17]([NH2:20])CO)=CC=1.[OH2:21].[C:22]1([CH3:28])[CH:27]=[CH:26][CH:25]=[CH:24][CH:23]=1, predict the reaction product. The product is: [C:27]1([C@@H:22]([CH:28]=[CH:5][C:4]2[CH:3]=[C:2]([CH3:1])[CH:9]=[C:8]([CH3:10])[CH:7]=2)[CH2:23][OH:21])[CH:26]=[CH:25][CH:24]=[N:20][CH:17]=1. (4) Given the reactants [C:1]([NH:4][C:5]1[S:6][CH:7]=[C:8]([CH:10]=[N:11][C:12]2[CH:31]=[CH:30][C:15]([C:16]([NH:18][C:19]([NH:21][NH:22][C:23]([O:25][C:26]([CH3:29])([CH3:28])[CH3:27])=[O:24])=[O:20])=[O:17])=[CH:14][CH:13]=2)[N:9]=1)(=[O:3])[CH3:2].[BH4-].[Na+].C(O)(=O)C, predict the reaction product. The product is: [C:1]([NH:4][C:5]1[S:6][CH:7]=[C:8]([CH2:10][NH:11][C:12]2[CH:13]=[CH:14][C:15]([C:16]([NH:18][C:19]([NH:21][NH:22][C:23]([O:25][C:26]([CH3:28])([CH3:27])[CH3:29])=[O:24])=[O:20])=[O:17])=[CH:30][CH:31]=2)[N:9]=1)(=[O:3])[CH3:2]. (5) Given the reactants Cl.[NH2:2][CH2:3][CH2:4][CH2:5][CH2:6][CH2:7][C:8]([O:10]C)=[O:9].[CH:12]1([CH2:18][O:19][C:20]2[C:21]3[N:22]([C:26]([C:30](O)=[O:31])=[C:27]([CH3:29])[N:28]=3)[CH:23]=[CH:24][CH:25]=2)[CH2:17][CH2:16][CH2:15][CH2:14][CH2:13]1.F[B-](F)(F)F.N1(O[C+](N(C)C)N(C)C)C2C=CC=CC=2N=N1.C(N(CC)C(C)C)(C)C.[OH-].[Na+], predict the reaction product. The product is: [CH:12]1([CH2:18][O:19][C:20]2[C:21]3[N:22]([C:26]([C:30]([NH:2][CH2:3][CH2:4][CH2:5][CH2:6][CH2:7][C:8]([OH:10])=[O:9])=[O:31])=[C:27]([CH3:29])[N:28]=3)[CH:23]=[CH:24][CH:25]=2)[CH2:13][CH2:14][CH2:15][CH2:16][CH2:17]1.